This data is from Peptide-MHC class I binding affinity with 185,985 pairs from IEDB/IMGT. The task is: Regression. Given a peptide amino acid sequence and an MHC pseudo amino acid sequence, predict their binding affinity value. This is MHC class I binding data. (1) The peptide sequence is AVSHLTTLA. The MHC is HLA-A02:01 with pseudo-sequence HLA-A02:01. The binding affinity (normalized) is 0.258. (2) The peptide sequence is SPVTVKNVF. The MHC is HLA-A23:01 with pseudo-sequence HLA-A23:01. The binding affinity (normalized) is 0.0119. (3) The peptide sequence is IKWLWKANK. The MHC is HLA-A01:01 with pseudo-sequence HLA-A01:01. The binding affinity (normalized) is 0.0847. (4) The peptide sequence is ILMWNKQFIK. The MHC is HLA-A11:01 with pseudo-sequence HLA-A11:01. The binding affinity (normalized) is 0.764. (5) The peptide sequence is KTTARHLGH. The MHC is HLA-A25:01 with pseudo-sequence HLA-A25:01. The binding affinity (normalized) is 0.0847.